This data is from Forward reaction prediction with 1.9M reactions from USPTO patents (1976-2016). The task is: Predict the product of the given reaction. (1) Given the reactants [Mg].[CH3:2][C:3]1[CH2:4][C:5]2[C:10]([CH:11]=1)=[CH:9][CH:8]=[CH:7][C:6]=2Br.BrCCBr.[Cl:17][Si:18]([CH3:24])([CH3:23])[Si:19](Cl)([CH3:21])[CH3:20], predict the reaction product. The product is: [Cl:17][Si:18]([CH3:24])([CH3:23])[Si:19]([CH3:21])([CH3:20])[C:6]1[CH:7]=[CH:8][CH:9]=[C:10]2[C:5]=1[CH2:4][C:3]([CH3:2])=[CH:11]2. (2) Given the reactants [CH3:1][O:2][C:3](=[O:11])[C:4]1[CH:9]=[CH:8][N:7]=[C:6]([NH2:10])[CH:5]=1.Br[CH2:13][C:14]([C:16]1[CH:21]=[CH:20][CH:19]=[CH:18][CH:17]=1)=O.C([O-])(O)=O.[Na+].CO, predict the reaction product. The product is: [CH3:1][O:2][C:3]([C:4]1[CH:9]=[CH:8][N:7]2[CH:13]=[C:14]([C:16]3[CH:21]=[CH:20][CH:19]=[CH:18][CH:17]=3)[N:10]=[C:6]2[CH:5]=1)=[O:11]. (3) The product is: [F:2][C:3]1[CH:10]=[CH:9][CH:8]=[CH:7][C:4]=1[CH2:5][C:17]([CH:11]1[CH2:16][CH2:15][CH2:14][CH2:13][CH2:12]1)=[O:18]. Given the reactants [Cl-].[F:2][C:3]1[CH:10]=[CH:9][CH:8]=[CH:7][C:4]=1[CH2:5][Zn+].[CH:11]1([C:17](Cl)=[O:18])[CH2:16][CH2:15][CH2:14][CH2:13][CH2:12]1, predict the reaction product. (4) Given the reactants [CH2:1]([O:8][C:9]1[CH:18]=[CH:17][CH:16]=[C:15]2[C:10]=1[CH2:11][CH2:12][CH2:13][CH:14]2[C:19]([N:21]([C:28]1[CH:29]=[N:30][C:31]([O:34][CH3:35])=[CH:32][CH:33]=1)[CH2:22][C:23]1[CH:24]=[N:25][NH:26][CH:27]=1)=[O:20])[C:2]1[CH:7]=[CH:6][CH:5]=[CH:4][CH:3]=1.Cl.Cl[CH2:38][C:39]1[CH:44]=[C:43]([CH3:45])[CH:42]=[CH:41][N:40]=1, predict the reaction product. The product is: [CH2:1]([O:8][C:9]1[CH:18]=[CH:17][CH:16]=[C:15]2[C:10]=1[CH2:11][CH2:12][CH2:13][CH:14]2[C:19]([N:21]([C:28]1[CH:29]=[N:30][C:31]([O:34][CH3:35])=[CH:32][CH:33]=1)[CH2:22][C:23]1[CH:24]=[N:25][N:26]([CH2:38][C:39]2[CH:44]=[C:43]([CH3:45])[CH:42]=[CH:41][N:40]=2)[CH:27]=1)=[O:20])[C:2]1[CH:7]=[CH:6][CH:5]=[CH:4][CH:3]=1. (5) Given the reactants [CH3:1][C:2]1[N:7]=[C:6]([C:8]([O:10][CH3:11])=[O:9])[CH:5]=[CH:4][CH:3]=1.[Br:12]N1C(=O)CCC1=O.C(OOC(=O)C1C=CC=CC=1)(=O)C1C=CC=CC=1, predict the reaction product. The product is: [Br:12][CH2:1][C:2]1[N:7]=[C:6]([C:8]([O:10][CH3:11])=[O:9])[CH:5]=[CH:4][CH:3]=1.